Predict the reaction yield, written as a fraction of the theoretical maximum amount of product (1.0 means a 100% yield; for example, 0.34 means a 34% yield). From a dataset of Reaction yield outcomes from USPTO patents with 853,638 reactions. (1) The reactants are [Cl:1][CH2:2][C:3]([O:5][CH3:6])=[O:4].C[Si](C)(C)[N:9]1[CH:13]=[CH:12][N:11]=[CH:10]1. No catalyst specified. The product is [Cl-:1].[CH3:6][O:5][C:3](=[O:4])[CH2:2][N:11]1[CH:12]=[CH:13][N+:9]([CH2:2][C:3](=[O:4])[O:5][CH3:6])=[CH:10]1. The yield is 0.997. (2) The catalyst is CO. The reactants are [CH3:1][O:2][C:3]1[CH:12]=[CH:11][C:6]2[C:7](=[O:10])[CH2:8][O:9][C:5]=2[C:4]=1[CH2:13][N:14]1[CH2:19][CH2:18][N:17]([C:20]([O:22][C:23]([CH3:26])([CH3:25])[CH3:24])=[O:21])[CH2:16][CH2:15]1.[S:27]([N:37]1[C:45]2[C:40](=[CH:41][CH:42]=[CH:43][CH:44]=2)[C:39]([CH:46]=O)=[CH:38]1)([C:30]1[CH:36]=[CH:35][C:33]([CH3:34])=[CH:32][CH:31]=1)(=[O:29])=[O:28].N1CCCCC1. The product is [CH3:1][O:2][C:3]1[CH:12]=[CH:11][C:6]2[C:7](=[O:10])/[C:8](=[CH:46]/[C:39]3[C:40]4[C:45](=[CH:44][CH:43]=[CH:42][CH:41]=4)[N:37]([S:27]([C:30]4[CH:31]=[CH:32][C:33]([CH3:34])=[CH:35][CH:36]=4)(=[O:29])=[O:28])[CH:38]=3)/[O:9][C:5]=2[C:4]=1[CH2:13][N:14]1[CH2:15][CH2:16][N:17]([C:20]([O:22][C:23]([CH3:26])([CH3:25])[CH3:24])=[O:21])[CH2:18][CH2:19]1. The yield is 0.550. (3) The yield is 0.300. The reactants are [CH3:1][O:2][C:3](=[O:31])[CH2:4][CH2:5][C:6]([C:8]1[C:13]([B:14]2[O:18]C(C)(C)C(C)(C)[O:15]2)=[CH:12][C:11]([O:23]C2CCCCO2)=[CH:10][C:9]=1[CH3:30])=O.[BH4-].[Na+]. The product is [CH3:1][O:2][C:3](=[O:31])[CH2:4][CH2:5][CH:6]1[O:18][B:14]([OH:15])[C:13]2[CH:12]=[C:11]([OH:23])[CH:10]=[C:9]([CH3:30])[C:8]1=2. The catalyst is CO. (4) The reactants are [F:1][C:2]1[C:3](B(O)O)=[N:4][CH:5]=[CH:6][CH:7]=1.C(O)C.C([O-])([O-])=O.[K+].[K+].Br[C:21]1[S:22][C:23]([N:26]([C:34]([O:36][C:37]([CH3:40])([CH3:39])[CH3:38])=[O:35])[C:27]([O:29][C:30]([CH3:33])([CH3:32])[CH3:31])=[O:28])=[CH:24][N:25]=1. The catalyst is C1C=CC([P]([Pd]([P](C2C=CC=CC=2)(C2C=CC=CC=2)C2C=CC=CC=2)([P](C2C=CC=CC=2)(C2C=CC=CC=2)C2C=CC=CC=2)[P](C2C=CC=CC=2)(C2C=CC=CC=2)C2C=CC=CC=2)(C2C=CC=CC=2)C2C=CC=CC=2)=CC=1.C1(C)C=CC=CC=1. The product is [F:1][C:2]1[CH:7]=[C:6]([C:21]2[S:22][C:23]([N:26]([C:27]([O:29][C:30]([CH3:33])([CH3:32])[CH3:31])=[O:28])[C:34]([O:36][C:37]([CH3:38])([CH3:39])[CH3:40])=[O:35])=[CH:24][N:25]=2)[CH:5]=[N:4][CH:3]=1. The yield is 0.730. (5) The reactants are [CH3:1][N:2]1[CH2:6][CH2:5][CH2:4][C:3]1=O.P(Cl)(Cl)(Cl)=O.[NH:13]1[C:21]2[C:16](=[CH:17][CH:18]=[C:19]([C:22]([O:24][CH3:25])=[O:23])[CH:20]=2)[CH:15]=[CH:14]1.C([O-])([O-])=O.[Na+].[Na+]. The catalyst is ClCCCl.O. The product is [CH3:25][O:24][C:22]([C:19]1[CH:20]=[C:21]2[C:16](/[C:15](=[C:3]3/[N:2]([CH3:1])[CH2:6][CH2:5][CH2:4]/3)/[CH:14]=[N:13]2)=[CH:17][CH:18]=1)=[O:23]. The yield is 0.570. (6) The reactants are [C:1]1([C:16]2[CH:21]=[CH:20][CH:19]=[CH:18][CH:17]=2)[CH:6]=[CH:5][CH:4]=[C:3]([C:7]2([CH2:14][NH2:15])[CH2:12][CH2:11][N:10]([CH3:13])[CH2:9][CH2:8]2)[CH:2]=1.[F:22][C:23]([F:39])([F:38])[C:24]1[O:28][N:27]=[C:26]([C:29]2[CH:30]=[N:31][CH:32]=[C:33]([CH:37]=2)[C:34](O)=[O:35])[N:25]=1. No catalyst specified. The product is [C:1]1([C:16]2[CH:21]=[CH:20][CH:19]=[CH:18][CH:17]=2)[CH:6]=[CH:5][CH:4]=[C:3]([C:7]2([CH2:14][NH:15][C:34](=[O:35])[C:33]3[CH:37]=[C:29]([C:26]4[N:25]=[C:24]([C:23]([F:39])([F:38])[F:22])[O:28][N:27]=4)[CH:30]=[N:31][CH:32]=3)[CH2:8][CH2:9][N:10]([CH3:13])[CH2:11][CH2:12]2)[CH:2]=1. The yield is 0.300. (7) The reactants are Cl[C:2]1[N:11]2[N:12]=[C:13]([CH3:15])[N:14]=[C:10]2[C:9]2[CH:8]=[C:7]([CH3:16])[CH:6]=[CH:5][C:4]=2[N:3]=1.[CH3:17][N:18]1[CH2:23][CH2:22][NH:21][CH2:20][CH2:19]1. The catalyst is CCO. The product is [CH3:15][C:13]1[N:14]=[C:10]2[N:11]([C:2]([N:21]3[CH2:22][CH2:23][N:18]([CH3:17])[CH2:19][CH2:20]3)=[N:3][C:4]3[CH:5]=[CH:6][C:7]([CH3:16])=[CH:8][C:9]=32)[N:12]=1. The yield is 0.570.